Task: Predict the reactants needed to synthesize the given product.. Dataset: Full USPTO retrosynthesis dataset with 1.9M reactions from patents (1976-2016) (1) Given the product [C:22]([O:21][C:19]([NH:2][CH2:1][C:3]1([CH3:18])[C:16](=[O:17])[C:7]2[C:8]([C:11]([O:13][CH2:14][CH3:15])=[O:12])=[CH:9][O:10][C:6]=2[CH2:5][CH2:4]1)=[O:20])([CH3:25])([CH3:24])[CH3:23], predict the reactants needed to synthesize it. The reactants are: [C:1]([C:3]1([CH3:18])[C:16](=[O:17])[C:7]2[C:8]([C:11]([O:13][CH2:14][CH3:15])=[O:12])=[CH:9][O:10][C:6]=2[CH2:5][CH2:4]1)#[N:2].[C:19](O[C:19]([O:21][C:22]([CH3:25])([CH3:24])[CH3:23])=[O:20])([O:21][C:22]([CH3:25])([CH3:24])[CH3:23])=[O:20].[H][H]. (2) Given the product [Cl:1][C:2]1[C:11]2[C:6](=[CH:7][CH:8]=[CH:9][CH:10]=2)[C:5]([C:12]([NH:55][CH:54]([C:48]2[CH:49]=[CH:50][CH:51]=[CH:52][CH:53]=2)[C:56]2([N:61]3[CH2:62][CH2:63][CH2:64][CH2:65]3)[CH2:60][CH2:59][CH2:58][CH2:57]2)=[O:14])=[CH:4][CH:3]=1, predict the reactants needed to synthesize it. The reactants are: [Cl:1][C:2]1[C:11]2[C:6](=[CH:7][CH:8]=[CH:9][CH:10]=2)[C:5]([C:12]([OH:14])=O)=[CH:4][CH:3]=1.CCN(C(C)C)C(C)C.CN(C(ON1N=NC2C=CC=NC1=2)=[N+](C)C)C.F[P-](F)(F)(F)(F)F.[C:48]1([CH:54]([C:56]2([N:61]3[CH2:65][CH2:64][CH2:63][CH2:62]3)[CH2:60][CH2:59][CH2:58][CH2:57]2)[NH2:55])[CH:53]=[CH:52][CH:51]=[CH:50][CH:49]=1. (3) Given the product [CH2:30]([O:29][C:22]1[CH:21]=[C:20]([C:18](=[O:19])[CH2:17][CH2:16][C:15]([NH:14][C:4]2[CH:3]=[C:2]([C:66]3[CH:67]=[CH:68][O:64][CH:65]=3)[CH:7]=[C:6]([C:8]3[CH:13]=[CH:12][CH:11]=[CH:10][CH:9]=3)[N:5]=2)=[O:32])[CH:25]=[CH:24][C:23]=1[O:26][CH2:27][CH3:28])[CH3:31], predict the reactants needed to synthesize it. The reactants are: Cl[C:2]1[CH:7]=[C:6]([C:8]2[CH:13]=[CH:12][CH:11]=[CH:10][CH:9]=2)[N:5]=[C:4]([NH:14][C:15](=[O:32])[CH2:16][CH2:17][C:18]([C:20]2[CH:25]=[CH:24][C:23]([O:26][CH2:27][CH3:28])=[C:22]([O:29][CH2:30][CH3:31])[CH:21]=2)=[O:19])[CH:3]=1.C1(C2C=CC=CC=2)C=CC=CC=1P(C1CCCCC1)C1CCCCC1.C(=O)([O-])[O-].[K+].[K+].[O:64]1[CH:68]=[CH:67][C:66](B(O)O)=[CH:65]1. (4) Given the product [Br:1][C:2]1[N:7]=[C:6]([CH2:8][NH:11][CH3:10])[CH:5]=[CH:4][CH:3]=1, predict the reactants needed to synthesize it. The reactants are: [Br:1][C:2]1[N:7]=[C:6]([CH:8]=O)[CH:5]=[CH:4][CH:3]=1.[CH3:10][NH2:11].C(O[BH-](OC(=O)C)OC(=O)C)(=O)C.[Na+]. (5) Given the product [CH:1]1([N:7]2[C:10](=[O:11])[C:9]([CH3:13])([CH3:12])[N:8]2[CH2:17][C:16]2[CH:19]=[C:20]([Cl:23])[CH:21]=[CH:22][C:15]=2[Cl:14])[CH2:2][CH2:3][CH2:4][CH2:5][CH2:6]1, predict the reactants needed to synthesize it. The reactants are: [CH:1]1([N:7]2[C:10](=[O:11])[C:9]([CH3:13])([CH3:12])[NH:8]2)[CH2:6][CH2:5][CH2:4][CH2:3][CH2:2]1.[Cl:14][C:15]1[CH:22]=[CH:21][C:20]([Cl:23])=[CH:19][C:16]=1[CH2:17]Br. (6) Given the product [S:10]1[CH:14]=[CH:13][CH:12]=[C:11]1[NH:15][C:16]([NH:38][NH:37][C:35]([C:33]1[NH:32][C:29]2=[CH:30][N:31]=[C:26]([Cl:25])[CH:27]=[C:28]2[CH:34]=1)=[O:36])=[O:17], predict the reactants needed to synthesize it. The reactants are: CCN(C(C)C)C(C)C.[S:10]1[CH:14]=[CH:13][CH:12]=[C:11]1[N:15]=[C:16]=[O:17].FC(F)(F)C(O)=O.[Cl:25][C:26]1[CH:27]=[C:28]2[CH:34]=[C:33]([C:35]([NH:37][NH2:38])=[O:36])[NH:32][C:29]2=[CH:30][N:31]=1.